The task is: Predict which catalyst facilitates the given reaction.. This data is from Catalyst prediction with 721,799 reactions and 888 catalyst types from USPTO. Reactant: [CH3:1][C:2]([CH3:22])([CH3:21])[CH2:3][N:4]1[C:12]2[C:7](=[N:8][C:9]([CH2:13][CH2:14][C:15](OC)=[O:16])=[CH:10][CH:11]=2)[N:6]([CH3:19])[C:5]1=[O:20].CC(C[AlH]CC(C)C)C.C1COCC1.CCCCCCC. Product: [CH3:1][C:2]([CH3:22])([CH3:21])[CH2:3][N:4]1[C:12]2[C:7](=[N:8][C:9]([CH2:13][CH2:14][CH2:15][OH:16])=[CH:10][CH:11]=2)[N:6]([CH3:19])[C:5]1=[O:20]. The catalyst class is: 1.